Dataset: Forward reaction prediction with 1.9M reactions from USPTO patents (1976-2016). Task: Predict the product of the given reaction. (1) Given the reactants [C:1]([C:5]1[CH:9]=[C:8]([C:10]([O:12]CC)=[O:11])[N:7]([CH2:15][CH3:16])[N:6]=1)([CH3:4])([CH3:3])[CH3:2].[OH-].[Li+], predict the reaction product. The product is: [C:1]([C:5]1[CH:9]=[C:8]([C:10]([OH:12])=[O:11])[N:7]([CH2:15][CH3:16])[N:6]=1)([CH3:4])([CH3:2])[CH3:3]. (2) Given the reactants Br[C:2]1[CH:7]=[CH:6][C:5]([N:8]([CH3:18])[S:9]([C:12]2[CH:17]=[CH:16][CH:15]=[CH:14][CH:13]=2)(=[O:11])=[O:10])=[CH:4][CH:3]=1.[Li]C(C)(C)C.[CH2:24]([O:26][CH2:27][CH2:28][N:29]1[CH:33]=[CH:32][CH:31]=[C:30]1[C:34](=[O:39])[C:35]([F:38])([F:37])[F:36])[CH3:25], predict the reaction product. The product is: [CH2:24]([O:26][CH2:27][CH2:28][N:29]1[CH:33]=[CH:32][CH:31]=[C:30]1[C:34]([C:2]1[CH:7]=[CH:6][C:5]([N:8]([CH3:18])[S:9]([C:12]2[CH:17]=[CH:16][CH:15]=[CH:14][CH:13]=2)(=[O:11])=[O:10])=[CH:4][CH:3]=1)([OH:39])[C:35]([F:36])([F:37])[F:38])[CH3:25]. (3) The product is: [Cl:16][C:11]1[CH:10]=[C:9]([C@@H:8]2[O:7][CH2:6][CH2:5][N:4]([C:17]([O:19][C:20]([CH3:23])([CH3:22])[CH3:21])=[O:18])[CH2:3][C@H:2]2[NH:1][S:26](=[O:35])(=[O:27])[NH:25][CH3:24])[CH:14]=[CH:13][C:12]=1[Cl:15]. Given the reactants [NH2:1][C@H:2]1[C@H:8]([C:9]2[CH:14]=[CH:13][C:12]([Cl:15])=[C:11]([Cl:16])[CH:10]=2)[O:7][CH2:6][CH2:5][N:4]([C:17]([O:19][C:20]([CH3:23])([CH3:22])[CH3:21])=[O:18])[CH2:3]1.[CH3:24][NH:25][S:26](=O)(=[O:35])[O:27]C1C=CC=CC=1O.C(N(CC)CC)C, predict the reaction product. (4) Given the reactants Br[C:2]1[CH:9]=[CH:8][C:5]([C:6]#[N:7])=[C:4]([C:10]([F:13])([F:12])[F:11])[CH:3]=1.C([O-])(O)=O.[Na+].[F:19][C:20]1[CH:25]=[CH:24][C:23](B(O)O)=[C:22]([O:29][CH3:30])[CH:21]=1, predict the reaction product. The product is: [F:19][C:20]1[CH:25]=[CH:24][C:23]([C:2]2[CH:9]=[CH:8][C:5]([C:6]#[N:7])=[C:4]([C:10]([F:13])([F:12])[F:11])[CH:3]=2)=[C:22]([O:29][CH3:30])[CH:21]=1. (5) Given the reactants [N:1]1([C:6]([C:8]2[CH:13]=[CH:12][C:11]([C:14]3[O:15][C:16]([C:19]4[C:20]([C:25]5[CH:30]=[CH:29][CH:28]=[CH:27][CH:26]=5)=[N:21][O:22][C:23]=4[CH3:24])=[N:17][N:18]=3)=[CH:10][CH:9]=2)=[O:7])C=CN=[CH:2]1.NC[CH:33]1[CH2:35][CH2:34]1, predict the reaction product. The product is: [CH:33]1([CH2:2][NH:1][C:6](=[O:7])[C:8]2[CH:9]=[CH:10][C:11]([C:14]3[O:15][C:16]([C:19]4[C:20]([C:25]5[CH:26]=[CH:27][CH:28]=[CH:29][CH:30]=5)=[N:21][O:22][C:23]=4[CH3:24])=[N:17][N:18]=3)=[CH:12][CH:13]=2)[CH2:35][CH2:34]1. (6) Given the reactants [CH:1]1([C:4]2[CH:9]=[CH:8][C:7]([N+:10]([O-])=O)=[CH:6][N:5]=2)[CH2:3][CH2:2]1.[H][H], predict the reaction product. The product is: [CH:1]1([C:4]2[N:5]=[CH:6][C:7]([NH2:10])=[CH:8][CH:9]=2)[CH2:3][CH2:2]1. (7) Given the reactants CCN(C(C)C)C(C)C.[CH3:10][CH:11]([CH3:47])[CH2:12][C@H:13]([N:17]([CH2:39][O:40][C:41](=[O:46])[C:42]([CH3:45])([CH3:44])[CH3:43])[C:18](=[O:38])[C@@H:19]([NH:28][C:29](=[O:37])[CH2:30][N:31]1[CH2:36][CH2:35][O:34][CH2:33][CH2:32]1)[CH2:20][CH2:21][C:22]1[CH:27]=[CH:26][CH:25]=[CH:24][CH:23]=1)[C:14](O)=[O:15].[NH2:48][C@H:49]([C:57]([O:59][CH2:60][C:61]1[CH:66]=[CH:65][CH:64]=[CH:63][CH:62]=1)=[O:58])[CH2:50][C:51]1[CH:56]=[CH:55][CH:54]=[CH:53][CH:52]=1.CN(C(ON1N=NC2C=CC=NC1=2)=[N+](C)C)C.F[P-](F)(F)(F)(F)F, predict the reaction product. The product is: [CH3:10][CH:11]([CH3:47])[CH2:12][C@H:13]([N:17]([CH2:39][O:40][C:41](=[O:46])[C:42]([CH3:45])([CH3:44])[CH3:43])[C:18](=[O:38])[C@@H:19]([NH:28][C:29](=[O:37])[CH2:30][N:31]1[CH2:32][CH2:33][O:34][CH2:35][CH2:36]1)[CH2:20][CH2:21][C:22]1[CH:27]=[CH:26][CH:25]=[CH:24][CH:23]=1)[C:14]([NH:48][C@@H:49]([CH2:50][C:51]1[CH:56]=[CH:55][CH:54]=[CH:53][CH:52]=1)[C:57]([O:59][CH2:60][C:61]1[CH:66]=[CH:65][CH:64]=[CH:63][CH:62]=1)=[O:58])=[O:15]. (8) Given the reactants [C:1]([C:3]1[C:4]([N:15]2[CH2:20][CH2:19][CH:18]([C:21]([OH:23])=O)[CH2:17][CH2:16]2)=[N:5][C:6]([CH3:14])=[C:7]([C:9]([O:11][CH2:12][CH3:13])=[O:10])[CH:8]=1)#[N:2].[C:24]([C:26]1[CH:31]=[CH:30][C:29]([CH2:32][S:33]([NH2:36])(=[O:35])=[O:34])=[CH:28][CH:27]=1)#[N:25].CN(C(ON1N=NC2C=CC=NC1=2)=[N+](C)C)C.F[P-](F)(F)(F)(F)F.C1CCN2C(=NCCC2)CC1, predict the reaction product. The product is: [CH2:12]([O:11][C:9](=[O:10])[C:7]1[CH:8]=[C:3]([C:1]#[N:2])[C:4]([N:15]2[CH2:16][CH2:17][CH:18]([C:21]([NH:36][S:33]([CH2:32][C:29]3[CH:30]=[CH:31][C:26]([C:24]#[N:25])=[CH:27][CH:28]=3)(=[O:34])=[O:35])=[O:23])[CH2:19][CH2:20]2)=[N:5][C:6]=1[CH3:14])[CH3:13]. (9) Given the reactants [NH2:1][C:2]1[N:6]([C:7]2[CH:12]=[CH:11][C:10]([F:13])=[CH:9][CH:8]=2)[N:5]=[CH:4][C:3]=1[C:14]([NH:16][CH:17]([C:27]1([OH:40])[CH2:32][CH2:31][N:30]([C:33]([O:35][C:36]([CH3:39])([CH3:38])[CH3:37])=[O:34])[CH2:29][CH2:28]1)[CH2:18][O:19][Si:20]([C:23]([CH3:26])([CH3:25])[CH3:24])([CH3:22])[CH3:21])=[O:15].O.[C:42]1(C)C=CC(S(O)(=O)=O)=CC=1.C(OCC)(OCC)OCC.N1C=CC=N1, predict the reaction product. The product is: [Si:20]([O:19][CH2:18][CH:17]([C:27]1([OH:40])[CH2:32][CH2:31][N:30]([C:33]([O:35][C:36]([CH3:39])([CH3:38])[CH3:37])=[O:34])[CH2:29][CH2:28]1)[N:16]1[C:14](=[O:15])[C:3]2[CH:4]=[N:5][N:6]([C:7]3[CH:12]=[CH:11][C:10]([F:13])=[CH:9][CH:8]=3)[C:2]=2[N:1]=[CH:42]1)([C:23]([CH3:26])([CH3:25])[CH3:24])([CH3:22])[CH3:21].